The task is: Predict the reaction yield, written as a fraction of the theoretical maximum amount of product (1.0 means a 100% yield; for example, 0.34 means a 34% yield).. This data is from Reaction yield outcomes from USPTO patents with 853,638 reactions. The reactants are Br[C:2]1[CH:8]=[CH:7][C:5]([NH2:6])=[C:4]([CH3:9])[CH:3]=1.[CH3:10][N:11]1[CH:15]=[C:14](B2OC(C)(C)C(C)(C)O2)[CH:13]=[N:12]1.C(=O)([O-])[O-].[Na+].[Na+]. The catalyst is CCO.C1(C)C=CC=CC=1.O.CCOC(C)=O.C1C=CC([P]([Pd]([P](C2C=CC=CC=2)(C2C=CC=CC=2)C2C=CC=CC=2)([P](C2C=CC=CC=2)(C2C=CC=CC=2)C2C=CC=CC=2)[P](C2C=CC=CC=2)(C2C=CC=CC=2)C2C=CC=CC=2)(C2C=CC=CC=2)C2C=CC=CC=2)=CC=1. The product is [CH3:9][C:4]1[CH:3]=[C:2]([C:14]2[CH:13]=[N:12][N:11]([CH3:10])[CH:15]=2)[CH:8]=[CH:7][C:5]=1[NH2:6]. The yield is 0.210.